Dataset: Reaction yield outcomes from USPTO patents with 853,638 reactions. Task: Predict the reaction yield, written as a fraction of the theoretical maximum amount of product (1.0 means a 100% yield; for example, 0.34 means a 34% yield). (1) The yield is 0.730. The reactants are [CH2:1]([OH:14])[CH2:2][CH2:3][CH2:4][CH2:5][CH2:6][CH2:7][CH2:8][CH2:9][CH:10](O)[CH2:11][CH3:12].[BrH:15]. The product is [Br:15][CH2:12][CH2:11][CH2:10][CH2:9][CH2:8][CH2:7][CH2:6][CH2:5][CH2:4][CH2:3][CH2:2][CH2:1][OH:14]. The catalyst is C1CCCCC1. (2) The reactants are [C:1](=[O:8])([O:3][C:4]([CH3:7])([CH3:6])[CH3:5])[NH2:2].[C:1](=[O:8])([O:3][C:4]([CH3:7])([CH3:6])[CH3:5])[NH2:2].[CH3:17][C:18]1[CH:23]=[CH:22][N:21]=[C:20](N)[N:19]=1. The catalyst is C(O)(C)(C)C. The product is [CH3:17][C:18]1[CH:23]=[CH:22][N:21]=[C:20]([NH:2][C:1](=[O:8])[O:3][C:4]([CH3:7])([CH3:6])[CH3:5])[N:19]=1. The yield is 0.700. (3) The reactants are C(OC([N:8]1[CH2:13][CH2:12][CH:11]([NH:14][CH2:15][CH:16]([OH:23])[C:17]2[CH:22]=[CH:21][CH:20]=[CH:19][N:18]=2)[CH2:10][CH2:9]1)=O)(C)(C)C.[ClH:24].O1CCOCC1. The catalyst is CO. The product is [ClH:24].[ClH:24].[NH:8]1[CH2:13][CH2:12][CH:11]([NH:14][CH2:15][CH:16]([C:17]2[CH:22]=[CH:21][CH:20]=[CH:19][N:18]=2)[OH:23])[CH2:10][CH2:9]1. The yield is 0.880. (4) The reactants are O[Li].O.[NH2:4][C:5]1[CH:14]=[CH:13][C:8]([C:9]([O:11]C)=[O:10])=[CH:7][C:6]=1[C:15]([O-:17])=[O:16].Cl. The catalyst is O1CCOCC1.O. The product is [NH2:4][C:5]1[CH:14]=[CH:13][C:8]([C:9]([OH:11])=[O:10])=[CH:7][C:6]=1[C:15]([OH:17])=[O:16]. The yield is 0.957. (5) The reactants are [N+](C1C=C([N+]([O-])=O)C=CC=1[O-])([O-])=O.[NH2:14][N+:15]1[CH:20]=[CH:19][C:18]2[O:21][CH:22]=[CH:23][C:17]=2[CH:16]=1.C(=O)([O-])[O-].[K+].[K+].[C:30]([O:34][CH2:35][CH3:36])(=[O:33])[C:31]#[CH:32]. The catalyst is CN(C)C=O.O. The product is [C:31]1([C:30]([O:34][CH2:35][CH3:36])=[O:33])[CH:32]=[N:14][N:15]2[CH:20]=[CH:19][C:18]3[O:21][CH:22]=[CH:23][C:17]=3[C:16]=12. The yield is 0.620. (6) The reactants are [OH:1][C:2]1[CH:3]=[CH:4][C:5]([O:10][CH3:11])=[C:6]([CH:9]=1)[CH:7]=[O:8].Cl.Cl[CH2:14][C:15]1[C:16]([C:21]2[N:25]([CH:26]([CH3:28])[CH3:27])[N:24]=[CH:23][CH:22]=2)=[N:17][CH:18]=[CH:19][CH:20]=1.C([O-])([O-])=O.[K+].[K+]. The catalyst is CN(C=O)C. The product is [CH:26]([N:25]1[C:21]([C:16]2[C:15]([CH2:14][O:1][C:2]3[CH:3]=[CH:4][C:5]([O:10][CH3:11])=[C:6]([CH:9]=3)[CH:7]=[O:8])=[CH:20][CH:19]=[CH:18][N:17]=2)=[CH:22][CH:23]=[N:24]1)([CH3:28])[CH3:27]. The yield is 0.650. (7) The reactants are [CH3:1][O:2][C:3](=[O:17])[C:4]1[CH:9]=[CH:8][CH:7]=[C:6]([N+:10]([O-])=O)[C:5]=1[C:13]([O:15][CH3:16])=[O:14].[H][H]. The catalyst is C(OCC)(=O)C.[Pd]. The product is [CH3:1][O:2][C:3](=[O:17])[C:4]1[CH:9]=[CH:8][CH:7]=[C:6]([NH2:10])[C:5]=1[C:13]([O:15][CH3:16])=[O:14]. The yield is 0.870. (8) The reactants are [OH:1][CH:2]([C:11]1[CH:16]=[CH:15][C:14]([C:17]2[N:21]=[C:20]([C:22]3[O:26][N:25]=[C:24](C4C=CC=CC=4)[C:23]=3[C:33]([F:36])([F:35])[F:34])[O:19][N:18]=2)=[CH:13][CH:12]=1)[C:3]([NH:5][CH2:6][CH2:7][C:8](O)=[O:9])=[O:4].Cl.[CH3:38][NH:39][CH3:40].CN1CCOCC1.F[P-](F)(F)(F)(F)F.N1(O[P+](N(C)C)(N(C)C)N(C)C)[C:59]2[CH:60]=[CH:61][CH:62]=[CH:63][C:58]=2N=N1. The catalyst is CN(C=O)C. The product is [OH:1][CH:2]([C:11]1[CH:12]=[CH:13][C:14]([C:17]2[N:21]=[C:20]([C:22]3[O:26][N:25]=[C:24]([C:58]4[CH:59]=[CH:60][CH:61]=[CH:62][CH:63]=4)[C:23]=3[C:33]([F:35])([F:36])[F:34])[O:19][N:18]=2)=[CH:15][CH:16]=1)[C:3]([NH:5][CH2:6][CH2:7][C:8]([N:39]([CH3:40])[CH3:38])=[O:9])=[O:4]. The yield is 0.428. (9) The reactants are [Cl:1][C:2]1[CH:10]=[CH:9][C:5]([C:6](Cl)=[O:7])=[CH:4][CH:3]=1.[NH2:11][CH2:12][C:13]1[S:14][CH:15]=[CH:16][CH:17]=1.CCN(C(C)C)C(C)C. The catalyst is C(Cl)Cl. The product is [Cl:1][C:2]1[CH:10]=[CH:9][C:5]([C:6]([NH:11][CH2:12][C:13]2[S:14][CH:15]=[CH:16][CH:17]=2)=[O:7])=[CH:4][CH:3]=1. The yield is 0.980. (10) The reactants are Br[C:2]1[CH:3]=[C:4]2[C:8](=[C:9]([CH2:11][CH3:12])[CH:10]=1)[NH:7][N:6]=[CH:5]2. The catalyst is C(O)C.[Pd]. The product is [CH2:11]([C:9]1[CH:10]=[CH:2][CH:3]=[C:4]2[C:8]=1[NH:7][N:6]=[CH:5]2)[CH3:12]. The yield is 1.19.